Dataset: Catalyst prediction with 721,799 reactions and 888 catalyst types from USPTO. Task: Predict which catalyst facilitates the given reaction. Reactant: [CH3:1][O:2][C:3]1[C:8]([CH2:9]O)=[CH:7][CH:6]=[CH:5][N:4]=1.C1(P(C2C=CC=CC=2)C2C=CC=CC=2)C=CC=CC=1.C(Br)(Br)(Br)[Br:31]. Product: [Br:31][CH2:9][C:8]1[C:3]([O:2][CH3:1])=[N:4][CH:5]=[CH:6][CH:7]=1. The catalyst class is: 2.